This data is from Reaction yield outcomes from USPTO patents with 853,638 reactions. The task is: Predict the reaction yield, written as a fraction of the theoretical maximum amount of product (1.0 means a 100% yield; for example, 0.34 means a 34% yield). (1) The reactants are [CH3:1][C:2]1[C:3]([N+:16]([O-:18])=[O:17])=[CH:4][C:5]([N+:13]([O-:15])=[O:14])=[C:6]([CH:12]=1)[C:7]([O:9][CH2:10][CH3:11])=[O:8].C[C:20]([N:22]([CH3:24])[CH3:23])=O. The catalyst is CN(C=O)C. The product is [CH3:20][N:22]([CH3:24])/[CH:23]=[CH:1]/[C:2]1[C:3]([N+:16]([O-:18])=[O:17])=[CH:4][C:5]([N+:13]([O-:15])=[O:14])=[C:6]([CH:12]=1)[C:7]([O:9][CH2:10][CH3:11])=[O:8]. The yield is 0.280. (2) The reactants are [Br:1][C:2]1[N:3]=[C:4]2[CH:10]=[CH:9][NH:8][C:5]2=[N:6][CH:7]=1.[H-].[Na+].[C:13]1([CH3:23])[CH:18]=[CH:17][C:16]([S:19](Cl)(=[O:21])=[O:20])=[CH:15][CH:14]=1.[OH-].[Na+]. The catalyst is CN(C=O)C. The product is [Br:1][C:2]1[N:3]=[C:4]2[CH:10]=[CH:9][N:8]([S:19]([C:16]3[CH:17]=[CH:18][C:13]([CH3:23])=[CH:14][CH:15]=3)(=[O:21])=[O:20])[C:5]2=[N:6][CH:7]=1. The yield is 0.970. (3) The reactants are [C:1]([O:5][C:6]([N:8]1[CH2:12][CH2:11][C@H:10]([NH:13][C:14]2[CH:15]=[C:16]3[C:25](=[CH:26][C:27]=2Br)[O:24][CH2:23][C:22]2[N:17]3[C@H:18]([CH3:30])[C:19](=[O:29])[NH:20][N:21]=2)[CH2:9]1)=[O:7])([CH3:4])([CH3:3])[CH3:2].C([O-])([O-])=O.[K+].[K+].[CH2:37]([O:39]/[CH:40]=[CH:41]/B1OC(C)(C)C(C)(C)O1)[CH3:38]. The catalyst is O1CCOCC1.O.C1C=CC(P(C2C=CC=CC=2)[C-]2C=CC=C2)=CC=1.C1C=CC(P(C2C=CC=CC=2)[C-]2C=CC=C2)=CC=1.Cl[Pd]Cl.[Fe+2].C(Cl)Cl. The product is [C:1]([O:5][C:6]([N:8]1[CH2:12][CH2:11][C@H:10]([NH:13][C:14]2[CH:15]=[C:16]3[C:25](=[CH:26][C:27]=2/[CH:38]=[CH:37]/[O:39][CH2:40][CH3:41])[O:24][CH2:23][C:22]2[N:17]3[C@H:18]([CH3:30])[C:19](=[O:29])[NH:20][N:21]=2)[CH2:9]1)=[O:7])([CH3:4])([CH3:3])[CH3:2]. The yield is 0.500. (4) The reactants are Br[C:2]1[C:15]2[C:16]3=[C:17]4[C:12](=[CH:13][CH:14]=2)[CH:11]=[CH:10][CH:9]=[C:8]4[CH:7]=[CH:6][C:5]3=[CH:4][CH:3]=1.C([Li])CCC.B(OC)(OC)OC.[Cl:30][C:31]1[C:32](Br)=[C:33]([CH:39]=[CH:40][C:41]=1[C:42]([O:44][CH2:45][CH3:46])=[O:43])[C:34]([O:36][CH2:37][CH3:38])=[O:35].C([O-])([O-])=O.[Na+].[Na+]. The catalyst is C1COCC1.C1C=CC([P]([Pd]([P](C2C=CC=CC=2)(C2C=CC=CC=2)C2C=CC=CC=2)([P](C2C=CC=CC=2)(C2C=CC=CC=2)C2C=CC=CC=2)[P](C2C=CC=CC=2)(C2C=CC=CC=2)C2C=CC=CC=2)(C2C=CC=CC=2)C2C=CC=CC=2)=CC=1.CCO.C1(C)C=CC=CC=1.O. The product is [Cl:30][C:31]1[CH:32]=[C:33]([C:34]([O:36][CH2:37][CH3:38])=[O:35])[C:39]([C:9]2[C:8]3[C:17]4=[C:16]5[C:5](=[CH:6][CH:7]=3)[CH:4]=[CH:3][CH:2]=[C:15]5[CH:14]=[CH:13][C:12]4=[CH:11][CH:10]=2)=[CH:40][C:41]=1[C:42]([O:44][CH2:45][CH3:46])=[O:43]. The yield is 0.700. (5) The yield is 0.405. The product is [NH2:27][C:26]1[CH2:25][S:22](=[O:24])(=[O:23])[C@@H:10]([CH2:11][CH2:12][CH2:13][OH:14])[C@:8]([C:6]2[CH:7]=[C:2]([Br:1])[CH:3]=[CH:4][C:5]=2[F:36])([CH3:9])[N:28]=1. The reactants are [Br:1][C:2]1[CH:3]=[CH:4][C:5]([F:36])=[C:6]([C@@:8]([NH:28]C(=O)OC(C)(C)C)([CH:10]([S:22]([CH2:25][C:26]#[N:27])(=[O:24])=[O:23])[CH2:11][CH2:12][CH2:13][O:14][Si](C(C)(C)C)(C)C)[CH3:9])[CH:7]=1.Cl. The catalyst is O1CCOCC1. (6) The reactants are [Cl:1][C:2]1[CH:7]=[CH:6][C:5]([CH2:8][C@@H:9]([NH:34]C(=O)OC(C)(C)C)[C:10]([N:12]2[CH2:17][CH2:16][N:15]([C:18]3[C:23]([C:24]4[CH:29]=[CH:28][CH:27]=[C:26]([F:30])[CH:25]=4)=[CH:22][N:21]=[C:20]4[NH:31][CH:32]=[CH:33][C:19]=34)[CH2:14][CH2:13]2)=[O:11])=[CH:4][CH:3]=1.C(O)(C(F)(F)F)=O.C1(N)C(F)=C(F)C(F)=C(N)C=1F.Cl.Cl. The catalyst is C(Cl)Cl. The product is [NH2:34][C@H:9]([CH2:8][C:5]1[CH:4]=[CH:3][C:2]([Cl:1])=[CH:7][CH:6]=1)[C:10]([N:12]1[CH2:17][CH2:16][N:15]([C:18]2[C:23]([C:24]3[CH:29]=[CH:28][CH:27]=[C:26]([F:30])[CH:25]=3)=[CH:22][N:21]=[C:20]3[NH:31][CH:32]=[CH:33][C:19]=23)[CH2:14][CH2:13]1)=[O:11]. The yield is 0.480.